From a dataset of Forward reaction prediction with 1.9M reactions from USPTO patents (1976-2016). Predict the product of the given reaction. (1) Given the reactants [Cl:1][C:2]1[CH:3]=[C:4]([C:16]([NH:18][C@H:19]([C:21]2[CH:29]=[CH:28][C:24]([C:25]([OH:27])=[O:26])=[CH:23][CH:22]=2)[CH3:20])=[O:17])[C:5](OC2C=CC=C(F)C=2)=[N:6][CH:7]=1.[Cl:30][C:31]1[CH:36]=[C:35]([Cl:37])[CH:34]=[CH:33][C:32]=1[OH:38], predict the reaction product. The product is: [Cl:1][C:2]1[CH:3]=[C:4]([C:16]([NH:18][C@H:19]([C:21]2[CH:29]=[CH:28][C:24]([C:25]([OH:27])=[O:26])=[CH:23][CH:22]=2)[CH3:20])=[O:17])[C:5]([O:38][C:32]2[CH:33]=[CH:34][C:35]([Cl:37])=[CH:36][C:31]=2[Cl:30])=[N:6][CH:7]=1. (2) Given the reactants [C:1]([Si:5]([C:62]1[CH:67]=[CH:66][CH:65]=[CH:64][CH:63]=1)([C:56]1[CH:61]=[CH:60][CH:59]=[CH:58][CH:57]=1)[O:6][CH:7]1[C:11]([C:25]([C:38]2[CH:43]=[CH:42][CH:41]=[CH:40][CH:39]=2)([C:32]2[CH:37]=[CH:36][CH:35]=[CH:34][CH:33]=2)[O:26][SiH2:27][C:28]([CH3:31])([CH3:30])[CH3:29])([C:12]([O:14][N:15]2C(=O)C3C(=CC=CC=3)[CH2:16]2)=O)[O:10][CH:9]([N:44]2[CH:49]=[CH:48][C:47](=[O:50])[NH:46][C:45]2=[O:51])[CH:8]1[O:52]C(=O)C)([CH3:4])([CH3:3])[CH3:2].CNN.CO.C=O, predict the reaction product. The product is: [C:1]([Si:5]([C:56]1[CH:57]=[CH:58][CH:59]=[CH:60][CH:61]=1)([C:62]1[CH:67]=[CH:66][CH:65]=[CH:64][CH:63]=1)[O:6][CH:7]1[C:11]([C:25]([C:32]2[CH:37]=[CH:36][CH:35]=[CH:34][CH:33]=2)([C:38]2[CH:43]=[CH:42][CH:41]=[CH:40][CH:39]=2)[O:26][SiH2:27][C:28]([CH3:31])([CH3:30])[CH3:29])([CH2:12][O:14][N:15]=[CH2:16])[O:10][CH:9]([N:44]2[CH:49]=[CH:48][C:47](=[O:50])[NH:46][C:45]2=[O:51])[CH:8]1[OH:52])([CH3:2])([CH3:3])[CH3:4]. (3) Given the reactants [C:9](O[C:9]([O:11][C:12]([CH3:15])([CH3:14])[CH3:13])=[O:10])([O:11][C:12]([CH3:15])([CH3:14])[CH3:13])=[O:10].[Br:16][C:17]1[CH:30]=[CH:29][CH:28]=[C:27]2[C:18]=1[S:19][C:20]1[CH:21]=[CH:22][C:23]([NH2:31])=[CH:24][C:25]=1[S:26]2, predict the reaction product. The product is: [C:12]([O:11][C:9](=[O:10])[NH:31][C:23]1[CH:22]=[CH:21][C:20]2[S:19][C:18]3[C:27](=[CH:28][CH:29]=[CH:30][C:17]=3[Br:16])[S:26][C:25]=2[CH:24]=1)([CH3:13])([CH3:14])[CH3:15]. (4) Given the reactants [C:1]([N:4]1[C:13]2[C:8](=[CH:9][C:10]([C:14]3[CH:19]=[CH:18][C:17]([CH:20]=O)=[CH:16][CH:15]=3)=[CH:11][CH:12]=2)[C@H:7]([NH:22][C:23](=[O:28])[O:24][CH:25]([CH3:27])[CH3:26])[CH2:6][C@@H:5]1[CH3:29])(=[O:3])[CH3:2].[N:30]1([C:36]([O:38][C:39]([CH3:42])([CH3:41])[CH3:40])=[O:37])[CH2:35][CH2:34][NH:33][CH2:32][CH2:31]1.C(O[BH-](OC(=O)C)OC(=O)C)(=O)C.[Na+].C(OCC)(=O)C, predict the reaction product. The product is: [C:1]([N:4]1[C:13]2[C:8](=[CH:9][C:10]([C:14]3[CH:19]=[CH:18][C:17]([CH2:20][N:33]4[CH2:34][CH2:35][N:30]([C:36]([O:38][C:39]([CH3:42])([CH3:41])[CH3:40])=[O:37])[CH2:31][CH2:32]4)=[CH:16][CH:15]=3)=[CH:11][CH:12]=2)[C@H:7]([NH:22][C:23]([O:24][CH:25]([CH3:27])[CH3:26])=[O:28])[CH2:6][C@@H:5]1[CH3:29])(=[O:3])[CH3:2]. (5) Given the reactants Cl[CH:16](C1CCCC([CH:16](Cl)[CH:17]([OH:23])[CH2:18][S:19][CH2:20]CC)C1)[CH:17]([OH:23])[CH2:18][S:19][CH2:20]CC.[OH-:25].[Na+].[C:27]1([CH3:33])[CH:32]=[CH:31][CH:30]=[CH:29][CH:28]=1, predict the reaction product. The product is: [O:25]1[CH2:16][CH:17]1[CH2:18][S:19][CH2:33][CH:27]1[CH2:32][CH2:31][CH2:30][CH:29]([CH2:20][S:19][CH2:18][CH:17]2[O:23][CH2:16]2)[CH2:28]1. (6) Given the reactants C(OC([N:8]1[CH2:13][CH2:12][CH:11]([C:14](=[O:34])[NH:15][C:16]2[CH:21]=[CH:20][CH:19]=[CH:18][C:17]=2[O:22][C:23]2[CH:28]=[CH:27][C:26]([O:29][C:30]([F:33])([F:32])[F:31])=[CH:25][CH:24]=2)[CH2:10][CH2:9]1)=O)(C)(C)C.C(O)(C(F)(F)F)=O.C(=O)([O-])[O-].[K+].[K+].O, predict the reaction product. The product is: [F:32][C:30]([F:31])([F:33])[O:29][C:26]1[CH:25]=[CH:24][C:23]([O:22][C:17]2[CH:18]=[CH:19][CH:20]=[CH:21][C:16]=2[NH:15][C:14]([CH:11]2[CH2:12][CH2:13][NH:8][CH2:9][CH2:10]2)=[O:34])=[CH:28][CH:27]=1.